From a dataset of Reaction yield outcomes from USPTO patents with 853,638 reactions. Predict the reaction yield, written as a fraction of the theoretical maximum amount of product (1.0 means a 100% yield; for example, 0.34 means a 34% yield). (1) The yield is 0.760. The reactants are C1(P(C2C=CC=CC=2)C2C=CC=CC=2)C=CC=CC=1.[Br:20]N1C(=O)CCC1=O.[Cl:28][C:29]1[CH:30]=[C:31]([C@@H:39]([CH2:43][CH:44]2[CH2:48][CH2:47][CH2:46][CH2:45]2)[C:40]([OH:42])=O)[CH:32]=[CH:33][C:34]=1[S:35]([CH3:38])(=[O:37])=[O:36].[NH2:49][C:50]1[CH:55]=[CH:54][CH:53]=[CH:52][N:51]=1.N1C=CC=CC=1. The product is [Br:20][C:53]1[CH:54]=[CH:55][C:50]([NH:49][C:40](=[O:42])[C@@H:39]([C:31]2[CH:32]=[CH:33][C:34]([S:35]([CH3:38])(=[O:36])=[O:37])=[C:29]([Cl:28])[CH:30]=2)[CH2:43][CH:44]2[CH2:48][CH2:47][CH2:46][CH2:45]2)=[N:51][CH:52]=1. The catalyst is C(Cl)Cl.O. (2) The reactants are [Br:1][C:2]1[CH:10]=[C:9]([CH3:11])[C:5]([C:6]([OH:8])=O)=[C:4]([O:12][CH3:13])[CH:3]=1.C(Cl)(=O)C(Cl)=O.C(N(CC)CC)C.[Cl:27][C:28]1[CH:35]=[CH:34][C:31]([CH2:32][NH2:33])=[CH:30][CH:29]=1. The catalyst is ClCCl.O.CN(C)C=O. The product is [Br:1][C:2]1[CH:10]=[C:9]([CH3:11])[C:5]([C:6]([NH:33][CH2:32][C:31]2[CH:34]=[CH:35][C:28]([Cl:27])=[CH:29][CH:30]=2)=[O:8])=[C:4]([O:12][CH3:13])[CH:3]=1. The yield is 0.920. (3) The reactants are [CH2:1]([O:3][C:4]([C:6]1[C:11](Br)=[C:10]([NH2:13])[N:9]=[C:8]([CH:14]2[CH2:16][CH2:15]2)[N:7]=1)=[O:5])[CH3:2].[CH3:17][Sn](C)(C)C. The catalyst is ClCCCl.Cl[Pd](Cl)([P](C1C=CC=CC=1)(C1C=CC=CC=1)C1C=CC=CC=1)[P](C1C=CC=CC=1)(C1C=CC=CC=1)C1C=CC=CC=1. The product is [CH2:1]([O:3][C:4]([C:6]1[C:11]([CH3:17])=[C:10]([NH2:13])[N:9]=[C:8]([CH:14]2[CH2:16][CH2:15]2)[N:7]=1)=[O:5])[CH3:2]. The yield is 0.500. (4) The reactants are [H-].[Na+].[C:3]1([C:5](=[CH:7][CH:8]=[CH:9][CH:10]=1)[OH:6])[OH:4].[Cl:11][C:12]1[N:13]=[N:14][C:15](Cl)=[CH:16][C:17]=1Cl. The catalyst is O1CCOCC1. The product is [Cl:11][C:12]1[N:13]=[N:14][C:15]2[O:4][C:3]3[CH:10]=[CH:9][CH:8]=[CH:7][C:5]=3[O:6][C:16]=2[CH:17]=1. The yield is 0.697. (5) The reactants are Cl[C:2]1[C:7]([C:8]#[N:9])=[CH:6][N:5]=[C:4]2[NH:10][C:11]([C:13]3[CH:18]=[CH:17][C:16]([O:19][CH2:20][CH2:21][N:22]4[CH2:27][CH2:26][O:25][CH2:24][CH2:23]4)=[CH:15][CH:14]=3)=[N:12][C:3]=12.[NH2:28][C:29]1[CH:34]=[CH:33][CH:32]=[CH:31][CH:30]=1. No catalyst specified. The product is [NH:28]([C:2]1[C:7]([C:8]#[N:9])=[CH:6][N:5]=[C:4]2[NH:10][C:11]([C:13]3[CH:14]=[CH:15][C:16]([O:19][CH2:20][CH2:21][N:22]([CH2:27][CH2:26][O:25][CH3:24])[CH3:23])=[CH:17][CH:18]=3)=[N:12][C:3]=12)[C:29]1[CH:34]=[CH:33][CH:32]=[CH:31][CH:30]=1. The yield is 0.0200. (6) The yield is 0.410. The product is [CH3:16][C:7]1[CH:8]=[CH:9][C:10]2[C:15](=[CH:14][CH:13]=[CH:12][CH:11]=2)[C:6]=1[CH2:5][C:4](=[O:17])[CH3:19]. The catalyst is O. The reactants are CON(C)[C:4](=[O:17])[CH2:5][C:6]1[C:15]2[C:10](=[CH:11][CH:12]=[CH:13][CH:14]=2)[CH:9]=[CH:8][C:7]=1[CH3:16].[CH2:19]1COCC1.